This data is from Forward reaction prediction with 1.9M reactions from USPTO patents (1976-2016). The task is: Predict the product of the given reaction. The product is: [Cl:1][C:2]1[CH:3]=[CH:4][C:5]([O:11][C:12]2[CH:17]=[CH:16][CH:15]=[C:14]([F:18])[CH:13]=2)=[C:6]([CH:10]=1)[C:7]([NH:20][C@H:21]([C:23]1[CH:32]=[CH:31][C:26]([C:27]([O:29][CH3:30])=[O:28])=[CH:25][CH:24]=1)[CH3:22])=[O:9]. Given the reactants [Cl:1][C:2]1[CH:3]=[CH:4][C:5]([O:11][C:12]2[CH:17]=[CH:16][CH:15]=[C:14]([F:18])[CH:13]=2)=[C:6]([CH:10]=1)[C:7]([OH:9])=O.Cl.[NH2:20][C@H:21]([C:23]1[CH:32]=[CH:31][C:26]([C:27]([O:29][CH3:30])=[O:28])=[CH:25][CH:24]=1)[CH3:22], predict the reaction product.